From a dataset of NCI-60 drug combinations with 297,098 pairs across 59 cell lines. Regression. Given two drug SMILES strings and cell line genomic features, predict the synergy score measuring deviation from expected non-interaction effect. (1) Drug 1: CN1C(=O)N2C=NC(=C2N=N1)C(=O)N. Drug 2: C1=NC2=C(N1)C(=S)N=CN2. Cell line: MOLT-4. Synergy scores: CSS=67.3, Synergy_ZIP=1.84, Synergy_Bliss=2.49, Synergy_Loewe=-43.5, Synergy_HSA=0.678. (2) Drug 1: C1=NC2=C(N1)C(=S)N=C(N2)N. Drug 2: CCN(CC)CCCC(C)NC1=C2C=C(C=CC2=NC3=C1C=CC(=C3)Cl)OC. Cell line: NCIH23. Synergy scores: CSS=55.8, Synergy_ZIP=-6.61, Synergy_Bliss=-6.03, Synergy_Loewe=-5.43, Synergy_HSA=-2.53. (3) Drug 1: CC1=C(C(=CC=C1)Cl)NC(=O)C2=CN=C(S2)NC3=CC(=NC(=N3)C)N4CCN(CC4)CCO. Drug 2: CN(CC1=CN=C2C(=N1)C(=NC(=N2)N)N)C3=CC=C(C=C3)C(=O)NC(CCC(=O)O)C(=O)O. Cell line: SW-620. Synergy scores: CSS=34.1, Synergy_ZIP=2.33, Synergy_Bliss=0.130, Synergy_Loewe=-13.9, Synergy_HSA=-1.92. (4) Drug 1: C1C(C(OC1N2C=NC3=C(N=C(N=C32)Cl)N)CO)O. Drug 2: B(C(CC(C)C)NC(=O)C(CC1=CC=CC=C1)NC(=O)C2=NC=CN=C2)(O)O. Cell line: MDA-MB-231. Synergy scores: CSS=80.4, Synergy_ZIP=-3.58, Synergy_Bliss=-4.47, Synergy_Loewe=-1.38, Synergy_HSA=0.139. (5) Synergy scores: CSS=86.8, Synergy_ZIP=-1.49, Synergy_Bliss=-1.28, Synergy_Loewe=-1.93, Synergy_HSA=2.45. Drug 2: CCC1(CC2CC(C3=C(CCN(C2)C1)C4=CC=CC=C4N3)(C5=C(C=C6C(=C5)C78CCN9C7C(C=CC9)(C(C(C8N6C)(C(=O)OC)O)OC(=O)C)CC)OC)C(=O)OC)O.OS(=O)(=O)O. Cell line: OVCAR3. Drug 1: CCC1=CC2CC(C3=C(CN(C2)C1)C4=CC=CC=C4N3)(C5=C(C=C6C(=C5)C78CCN9C7C(C=CC9)(C(C(C8N6C)(C(=O)OC)O)OC(=O)C)CC)OC)C(=O)OC.C(C(C(=O)O)O)(C(=O)O)O. (6) Drug 1: CCCS(=O)(=O)NC1=C(C(=C(C=C1)F)C(=O)C2=CNC3=C2C=C(C=N3)C4=CC=C(C=C4)Cl)F. Drug 2: CCCCC(=O)OCC(=O)C1(CC(C2=C(C1)C(=C3C(=C2O)C(=O)C4=C(C3=O)C=CC=C4OC)O)OC5CC(C(C(O5)C)O)NC(=O)C(F)(F)F)O. Cell line: OVCAR-4. Synergy scores: CSS=2.54, Synergy_ZIP=1.18, Synergy_Bliss=1.55, Synergy_Loewe=-2.79, Synergy_HSA=-0.829. (7) Synergy scores: CSS=30.8, Synergy_ZIP=1.73, Synergy_Bliss=0.754, Synergy_Loewe=-46.6, Synergy_HSA=-4.73. Drug 2: CC1=C(C(=O)C2=C(C1=O)N3CC4C(C3(C2COC(=O)N)OC)N4)N. Drug 1: CC1=C(C=C(C=C1)NC(=O)C2=CC=C(C=C2)CN3CCN(CC3)C)NC4=NC=CC(=N4)C5=CN=CC=C5. Cell line: DU-145. (8) Drug 1: CC1=C(C=C(C=C1)NC2=NC=CC(=N2)N(C)C3=CC4=NN(C(=C4C=C3)C)C)S(=O)(=O)N.Cl. Drug 2: CCC1=C2CN3C(=CC4=C(C3=O)COC(=O)C4(CC)O)C2=NC5=C1C=C(C=C5)O. Cell line: SK-MEL-5. Synergy scores: CSS=7.89, Synergy_ZIP=-2.14, Synergy_Bliss=2.76, Synergy_Loewe=-32.1, Synergy_HSA=0.357. (9) Drug 1: C(=O)(N)NO. Drug 2: C(CCl)NC(=O)N(CCCl)N=O. Cell line: HOP-62. Synergy scores: CSS=0.512, Synergy_ZIP=0.964, Synergy_Bliss=4.58, Synergy_Loewe=-2.91, Synergy_HSA=-0.295. (10) Drug 1: C1=CN(C=N1)CC(O)(P(=O)(O)O)P(=O)(O)O. Synergy scores: CSS=-1.25, Synergy_ZIP=0.688, Synergy_Bliss=0.00871, Synergy_Loewe=-0.434, Synergy_HSA=-2.10. Drug 2: C1CC(=O)NC(=O)C1N2C(=O)C3=CC=CC=C3C2=O. Cell line: RXF 393.